Dataset: Full USPTO retrosynthesis dataset with 1.9M reactions from patents (1976-2016). Task: Predict the reactants needed to synthesize the given product. (1) Given the product [CH2:17]([C:10]1[N:9]=[C:8]([C:6]2[CH:7]=[C:2]([NH:1][C:26]([NH2:28])=[NH:27])[CH:3]=[CH:4][C:5]=2[O:19][CH2:20][CH2:21][CH3:22])[NH:13][C:12](=[O:14])[C:11]=1[CH2:15][CH3:16])[CH3:18], predict the reactants needed to synthesize it. The reactants are: [NH2:1][C:2]1[CH:3]=[CH:4][C:5]([O:19][CH2:20][CH2:21][CH3:22])=[C:6]([C:8]2[NH:13][C:12](=[O:14])[C:11]([CH2:15][CH3:16])=[C:10]([CH2:17][CH3:18])[N:9]=2)[CH:7]=1.O.CS[C:26](=[NH:28])[NH2:27]. (2) Given the product [CH3:6][O:7][CH:8]1[CH2:13][CH2:12][CH:11]([C:14]([O:16][CH3:17])=[O:15])[CH2:10][CH2:9]1, predict the reactants needed to synthesize it. The reactants are: S(=O)(=O)(O)O.[CH3:6][O:7][CH:8]1[CH2:13][CH2:12][CH:11]([C:14]([OH:16])=[O:15])[CH2:10][CH2:9]1.[C:17](=O)(O)[O-].[Na+]. (3) Given the product [OH:7][C:8]1[CH:9]=[CH:10][C:11]([C@H:14](/[CH:21]=[CH:22]/[CH2:23][CH3:24])[CH2:15][C:16]([O:18][CH2:19][CH3:20])=[O:17])=[CH:12][CH:13]=1, predict the reactants needed to synthesize it. The reactants are: O1CCCCC1[O:7][C:8]1[CH:13]=[CH:12][C:11]([C@H:14](/[CH:21]=[CH:22]/[CH2:23][CH3:24])[CH2:15][C:16]([O:18][CH2:19][CH3:20])=[O:17])=[CH:10][CH:9]=1.CC1C=CC(S([O-])(=O)=O)=CC=1.C1C=C[NH+]=CC=1. (4) Given the product [CH2:33]([N:22]([CH2:21][CH2:20][NH:19][C:16]([C:10]1[C:11]2[C:6](=[N:5][C:4]3[C:13]([N:12]=2)=[CH:14][CH:15]=[C:2]([Br:1])[CH:3]=3)[CH:7]=[CH:8][CH:9]=1)=[O:18])[CH2:23][CH2:24][O:25][C:26]1[C:27]([F:32])=[N:28][CH:29]=[CH:30][CH:31]=1)[CH3:34], predict the reactants needed to synthesize it. The reactants are: [Br:1][C:2]1[CH:3]=[C:4]2[C:13](=[CH:14][CH:15]=1)[N:12]=[C:11]1[C:6]([CH:7]=[CH:8][CH:9]=[C:10]1[C:16]([OH:18])=O)=[N:5]2.[NH2:19][CH2:20][CH2:21][N:22]([CH2:33][CH3:34])[CH2:23][CH2:24][O:25][C:26]1[C:27]([F:32])=[N:28][CH:29]=[CH:30][CH:31]=1. (5) The reactants are: F[C:2]1[N:7]=[C:6]([NH2:8])[CH:5]=[CH:4][CH:3]=1.[CH2:9]([CH:11]1[CH2:15][CH2:14][CH2:13][NH:12]1)[CH3:10]. Given the product [CH2:9]([CH:11]1[CH2:15][CH2:14][CH2:13][N:12]1[C:2]1[N:7]=[C:6]([NH2:8])[CH:5]=[CH:4][CH:3]=1)[CH3:10], predict the reactants needed to synthesize it. (6) Given the product [F:36][C:37]1[CH:44]=[CH:43][C:40]([CH2:41][NH:42][C:32]([C:11]2[N:12]=[C:13]([C:18]([NH:21][C:22](=[O:23])[O:24][CH2:25][C:26]3[CH:31]=[CH:30][CH:29]=[CH:28][CH:27]=3)([CH3:20])[CH3:19])[N:14]([CH3:17])[C:15](=[O:16])[C:10]=2[OH:9])=[O:34])=[CH:39][CH:38]=1, predict the reactants needed to synthesize it. The reactants are: C([O:9][C:10]1[C:15](=[O:16])[N:14]([CH3:17])[C:13]([C:18]([NH:21][C:22]([O:24][CH2:25][C:26]2[CH:31]=[CH:30][CH:29]=[CH:28][CH:27]=2)=[O:23])([CH3:20])[CH3:19])=[N:12][C:11]=1[C:32]([O:34]C)=O)(=O)C1C=CC=CC=1.[F:36][C:37]1[CH:44]=[CH:43][C:40]([CH2:41][NH2:42])=[CH:39][CH:38]=1.